From a dataset of Reaction yield outcomes from USPTO patents with 853,638 reactions. Predict the reaction yield, written as a fraction of the theoretical maximum amount of product (1.0 means a 100% yield; for example, 0.34 means a 34% yield). (1) The catalyst is C(Cl)Cl.CN(C=O)C. The yield is 1.00. The product is [C:1]([C:3]1[C:11]2[C:6](=[CH:7][C:8]([C:12]([Cl:20])=[O:13])=[CH:9][CH:10]=2)[N:5]([CH2:15][CH3:16])[CH:4]=1)#[N:2]. The reactants are [C:1]([C:3]1[C:11]2[C:6](=[CH:7][C:8]([C:12](O)=[O:13])=[CH:9][CH:10]=2)[N:5]([CH2:15][CH3:16])[CH:4]=1)#[N:2].C(Cl)(=O)C([Cl:20])=O. (2) The reactants are [CH3:1][O:2][C:3]1[CH:38]=[CH:37][C:6]([CH2:7][N:8]2[C:12]3=[N:13][CH:14]=[CH:15][C:16]([O:17][C:18]4[CH:23]=[CH:22][C:21]([O:24][C:25]5[CH:30]=[CH:29][CH:28]=[CH:27][CH:26]=5)=[CH:20][CH:19]=4)=[C:11]3[C:10]([NH:31][C@@H:32]3[CH2:36][CH2:35][NH:34][CH2:33]3)=[N:9]2)=[CH:5][CH:4]=1.CCN(C(C)C)C(C)C.[C:48](Cl)(=[O:50])[CH3:49]. The catalyst is C(Cl)Cl. The product is [CH3:1][O:2][C:3]1[CH:4]=[CH:5][C:6]([CH2:7][N:8]2[C:12]3=[N:13][CH:14]=[CH:15][C:16]([O:17][C:18]4[CH:19]=[CH:20][C:21]([O:24][C:25]5[CH:30]=[CH:29][CH:28]=[CH:27][CH:26]=5)=[CH:22][CH:23]=4)=[C:11]3[C:10]([NH:31][C@@H:32]3[CH2:36][CH2:35][N:34]([C:48](=[O:50])[CH3:49])[CH2:33]3)=[N:9]2)=[CH:37][CH:38]=1. The yield is 0.920. (3) The reactants are Br[C:2]1[CH:3]=[CH:4][C:5]([Cl:17])=[C:6]([CH:16]=1)[CH2:7][O:8][Si:9]([C:12]([CH3:15])([CH3:14])[CH3:13])([CH3:11])[CH3:10].C([O-])([O-])=O.[K+].[K+].O.[CH3:25][C:26]1(C)C(C)(C)OB(C=C)O1. The catalyst is COCCOC.CCOCC.C1C=CC([P]([Pd]([P](C2C=CC=CC=2)(C2C=CC=CC=2)C2C=CC=CC=2)([P](C2C=CC=CC=2)(C2C=CC=CC=2)C2C=CC=CC=2)[P](C2C=CC=CC=2)(C2C=CC=CC=2)C2C=CC=CC=2)(C2C=CC=CC=2)C2C=CC=CC=2)=CC=1. The product is [C:12]([Si:9]([O:8][CH2:7][C:6]1[CH:16]=[C:2]([CH:25]=[CH2:26])[CH:3]=[CH:4][C:5]=1[Cl:17])([CH3:11])[CH3:10])([CH3:15])([CH3:14])[CH3:13]. The yield is 0.980. (4) The product is [CH2:51]([O:50][CH:48]([O:47][CH:9]1[CH2:8][CH2:7][C:6]([O:54][CH:55]([O:57][CH2:58][CH3:59])[CH3:56])([CH3:53])[CH:5]([OH:4])[CH:17]=[CH:16][CH:15]([CH3:18])[CH:14](/[C:19](/[CH3:46])=[CH:20]/[CH:21]=[CH:22]/[C:23]([O:40][CH:41]([O:43][CH2:44][CH3:45])[CH3:42])([CH3:39])[CH2:24][CH:25]2[O:38][CH:26]2[CH:27]([CH3:37])[CH:28]([O:31][CH:32]([O:34][CH2:35][CH3:36])[CH3:33])[CH2:29][CH3:30])[O:13][C:11](=[O:12])[CH2:10]1)[CH3:49])[CH3:52]. The yield is 0.930. The catalyst is CO.C(OCC)(=O)C. The reactants are C([O:4][CH:5]1[C:6]([O:54][CH:55]([O:57][CH2:58][CH3:59])[CH3:56])([CH3:53])[CH2:7][CH2:8][CH:9]([O:47][CH:48]([O:50][CH2:51][CH3:52])[CH3:49])[CH2:10][C:11]([O:13][CH:14](/[C:19](/[CH3:46])=[CH:20]/[CH:21]=[CH:22]/[C:23]([O:40][CH:41]([O:43][CH2:44][CH3:45])[CH3:42])([CH3:39])[CH2:24][CH:25]2[O:38][CH:26]2[CH:27]([CH3:37])[CH:28]([O:31][CH:32]([O:34][CH2:35][CH3:36])[CH3:33])[CH2:29][CH3:30])[CH:15]([CH3:18])[CH:16]=[CH:17]1)=[O:12])(=O)C.C(=O)([O-])[O-].[K+].[K+]. (5) The yield is 0.830. The catalyst is O. The product is [CH3:16][C:17]1[CH:22]=[CH:21][C:20]([O:23][CH2:13][CH2:14][CH3:15])=[C:19]([N+:24]([O-:26])=[O:25])[CH:18]=1. The reactants are CN(C)C=O.C(=O)([O-])[O-].[K+].[K+].I[CH2:13][CH2:14][CH3:15].[CH3:16][C:17]1[CH:22]=[CH:21][C:20]([OH:23])=[C:19]([N+:24]([O-:26])=[O:25])[CH:18]=1. (6) The reactants are [C:1]1([CH2:7][CH2:8][C:9]2[N:13]([CH2:14][C:15]3[CH:20]=[CH:19][C:18]([CH2:21][OH:22])=[CH:17][CH:16]=3)[N:12]=[C:11]([C:23]3[CH:28]=[CH:27][C:26]([C:29]([F:32])([F:31])[F:30])=[CH:25][CH:24]=3)[CH:10]=2)[CH:6]=[CH:5][CH:4]=[CH:3][CH:2]=1. The catalyst is [O-2].[O-2].[Mn+4].O1CCCC1. The product is [C:1]1([CH2:7][CH2:8][C:9]2[N:13]([CH2:14][C:15]3[CH:20]=[CH:19][C:18]([CH:21]=[O:22])=[CH:17][CH:16]=3)[N:12]=[C:11]([C:23]3[CH:24]=[CH:25][C:26]([C:29]([F:32])([F:31])[F:30])=[CH:27][CH:28]=3)[CH:10]=2)[CH:6]=[CH:5][CH:4]=[CH:3][CH:2]=1. The yield is 0.860. (7) The reactants are [NH2:1][C:2]1([CH3:24])[CH2:7][CH2:6][CH2:5][N:4]([C:8]2[C:13]([Br:14])=[CH:12][N:11]=[C:10]3[NH:15][CH:16]=[C:17]([NH:18][C:19](=[O:23])[CH2:20][O:21][CH3:22])[C:9]=23)[CH2:3]1.[ClH:25]. The catalyst is CO.O1CCOCC1. The product is [ClH:25].[NH2:1][C:2]1([CH3:24])[CH2:7][CH2:6][CH2:5][N:4]([C:8]2[C:13]([Br:14])=[CH:12][N:11]=[C:10]3[NH:15][CH:16]=[C:17]([NH:18][C:19](=[O:23])[CH2:20][O:21][CH3:22])[C:9]=23)[CH2:3]1. The yield is 0.550. (8) The reactants are [C:1]([C:4]1[CH:5]=[N:6][C:7]2[C:12]([C:13]=1[NH:14][CH:15]1[CH2:20][CH2:19][CH:18]([NH:21]C(=O)OC(C)(C)C)[CH2:17][CH2:16]1)=[N:11][C:10]([C:29]1[CH:34]=[C:33]([Cl:35])[C:32]([OH:36])=[C:31]([Cl:37])[CH:30]=1)=[CH:9][CH:8]=2)(=[O:3])[CH3:2].C(O)(C(F)(F)F)=O.C1(N)C(F)=C(F)C(F)=C(N)C=1F.[ClH:57].Cl. No catalyst specified. The product is [ClH:35].[ClH:57].[NH2:21][C@H:18]1[CH2:19][CH2:20][C@H:15]([NH:14][C:13]2[C:12]3[C:7](=[CH:8][CH:9]=[C:10]([C:29]4[CH:30]=[C:31]([Cl:37])[C:32]([OH:36])=[C:33]([Cl:35])[CH:34]=4)[N:11]=3)[N:6]=[CH:5][C:4]=2[C:1](=[O:3])[CH3:2])[CH2:16][CH2:17]1. The yield is 0.270. (9) The reactants are [CH3:1][C:2]1[CH:7]=[CH:6][C:5]([S:8]([NH:11][CH2:12][C:13]#[CH:14])(=[O:10])=[O:9])=[CH:4][CH:3]=1.C([O-])([O-])=O.[K+].[K+].Br[CH2:22]/[CH:23]=[CH:24]/[C:25]1[CH:30]=[CH:29][CH:28]=[CH:27][C:26]=1[Cl:31]. No catalyst specified. The product is [Cl:31][C:26]1[CH:27]=[CH:28][CH:29]=[CH:30][C:25]=1[CH:24]=[CH:23][CH2:22][N:11]([CH2:12][C:13]#[CH:14])[S:8]([C:5]1[CH:6]=[CH:7][C:2]([CH3:1])=[CH:3][CH:4]=1)(=[O:10])=[O:9]. The yield is 0.780. (10) The reactants are [NH2:1][C:2]1[CH:7]=[CH:6][N:5]=[CH:4][C:3]=1[OH:8].Cl[CH2:10][C:11](Cl)=[O:12].C(=O)([O-])[O-].[K+].[K+].O. The catalyst is CN(C)C=O. The product is [NH:1]1[C:11](=[O:12])[CH2:10][O:8][C:3]2[CH:4]=[N:5][CH:6]=[CH:7][C:2]1=2. The yield is 0.590.